Dataset: Forward reaction prediction with 1.9M reactions from USPTO patents (1976-2016). Task: Predict the product of the given reaction. (1) Given the reactants C1(S([N:10]2[C:14]3=[N:15][CH:16]=[CH:17][CH:18]=[C:13]3[CH:12]=[C:11]2C(C2C=NC(OC)=CC=2)=CC2CCCC2)(=O)=O)C=CC=CC=1.C(O)C.O1CCCC1.[OH-].[Na+], predict the reaction product. The product is: [NH:10]1[C:14]2=[N:15][CH:16]=[CH:17][CH:18]=[C:13]2[CH:12]=[CH:11]1. (2) Given the reactants [CH3:1][CH:2]1[CH2:8][CH2:7][CH2:6][CH:5]([CH3:9])[O:4][C:3]1=[O:10].I.NC(N)=[S:14].[OH-].[Na+], predict the reaction product. The product is: [SH:14][CH:5]([CH3:9])[CH2:6][CH2:7][CH2:8][CH:2]([CH3:1])[C:3]([OH:4])=[O:10]. (3) Given the reactants CC(C)([O-])C.[K+].[CH3:7][C:8]([CH2:19][CH2:20][CH:21]=[C:22]([CH3:24])[CH3:23])=[CH:9][CH2:10]P(OCC)(=O)OCC.[CH3:25][CH:26]([CH:29]([O:33][CH2:34][CH3:35])[O:30][CH2:31][CH3:32])[CH:27]=O.O, predict the reaction product. The product is: [CH3:25][CH:26]([CH:27]=[CH:10][CH:9]=[C:8]([CH3:7])[CH2:19][CH2:20][CH:21]=[C:22]([CH3:24])[CH3:23])[CH:29]([O:33][CH2:34][CH3:35])[O:30][CH2:31][CH3:32]. (4) Given the reactants [Br:1][C:2]1[C:3]([O:12][CH2:13][CH2:14][Br:15])=[C:4]([C:9](=[O:11])[CH3:10])[CH:5]=[C:6]([Cl:8])[CH:7]=1.[CH3:16][C:17]([CH2:21]O)([CH2:19][OH:20])[CH3:18].O.C1(C)C=CC(S(O)(=O)=O)=CC=1.C(=O)([O-])O.[Na+], predict the reaction product. The product is: [Br:1][C:2]1[C:3]([O:12][CH2:13][CH2:14][Br:15])=[C:4]([C:9]2([CH3:10])[O:20][CH2:19][C:17]([CH3:21])([CH3:18])[CH2:16][O:11]2)[CH:5]=[C:6]([Cl:8])[CH:7]=1.